From a dataset of HIV replication inhibition screening data with 41,000+ compounds from the AIDS Antiviral Screen. Binary Classification. Given a drug SMILES string, predict its activity (active/inactive) in a high-throughput screening assay against a specified biological target. (1) The molecule is NC(=O)C(CSSCC(NC(=O)OCc1ccccc1)C(N)=O)NC(=O)OCc1ccccc1. The result is 0 (inactive). (2) The compound is Cl.O=C(OCCN1CCCCC1)c1cc2ccccc2n1Cc1ccccc1. The result is 0 (inactive). (3) The drug is CC(=NNC(=O)C(N)=O)C(CC(C(=O)Nc1ccccc1C)C(C)=NNC(=O)C(N)=O)C(=O)Nc1ccccc1C. The result is 0 (inactive).